From a dataset of Forward reaction prediction with 1.9M reactions from USPTO patents (1976-2016). Predict the product of the given reaction. (1) Given the reactants [Cl:1][CH2:2][C:3]1[CH:4]=[C:5]([CH:9]=[CH:10][N:11]=1)[C:6]([OH:8])=O.CN(C(ON1N=NC2C=CC=NC1=2)=[N+](C)C)C.F[P-](F)(F)(F)(F)F.C(N(C(C)C)C(C)C)C.[O:45]1[CH2:50][CH2:49][O:48][CH2:47][CH:46]1[C:51]1[C:59]2[S:58][C:57]([NH2:60])=[N:56][C:55]=2[C:54]([O:61][CH3:62])=[CH:53][CH:52]=1.C(=O)(O)[O-].[Na+], predict the reaction product. The product is: [Cl:1][CH2:2][C:3]1[CH:4]=[C:5]([CH:9]=[CH:10][N:11]=1)[C:6]([NH:60][C:57]1[S:58][C:59]2[C:51]([CH:46]3[CH2:47][O:48][CH2:49][CH2:50][O:45]3)=[CH:52][CH:53]=[C:54]([O:61][CH3:62])[C:55]=2[N:56]=1)=[O:8]. (2) Given the reactants [C:1]([C:3]1([C:16](=[O:28])[NH:17][C:18]2[CH:23]=[C:22]([C:24]([F:27])([F:26])[F:25])[CH:21]=[CH:20][N:19]=2)[CH2:8][CH2:7][N:6]([C:9]([O:11][C:12]([CH3:15])([CH3:14])[CH3:13])=[O:10])[CH2:5][CH2:4]1)#[N:2], predict the reaction product. The product is: [NH2:2][CH2:1][C:3]1([C:16](=[O:28])[NH:17][C:18]2[CH:23]=[C:22]([C:24]([F:27])([F:25])[F:26])[CH:21]=[CH:20][N:19]=2)[CH2:4][CH2:5][N:6]([C:9]([O:11][C:12]([CH3:15])([CH3:14])[CH3:13])=[O:10])[CH2:7][CH2:8]1. (3) Given the reactants [CH3:1][C:2]1[N:7]=[C:6]([C:8]([O:10]C)=O)[CH:5]=[CH:4][CH:3]=1.O.[NH2:13][NH2:14], predict the reaction product. The product is: [CH3:1][C:2]1[N:7]=[C:6]([C:8]([NH:13][NH2:14])=[O:10])[CH:5]=[CH:4][CH:3]=1. (4) Given the reactants C(OC(=O)[NH:7][C@H:8]1[CH2:13][CH2:12][C@@H:11]([CH2:14][NH:15][C:16](=[O:25])[C:17]2[CH:22]=[CH:21][C:20]([F:23])=[C:19]([F:24])[CH:18]=2)[CH2:10][CH2:9]1)(C)(C)C.Cl, predict the reaction product. The product is: [NH2:7][C@@H:8]1[CH2:13][CH2:12][C@H:11]([CH2:14][NH:15][C:16](=[O:25])[C:17]2[CH:22]=[CH:21][C:20]([F:23])=[C:19]([F:24])[CH:18]=2)[CH2:10][CH2:9]1. (5) The product is: [CH:26]([C:5]1[CH:4]=[C:3]([C:12]([O:14][CH2:15][CH3:16])=[O:13])[C:2](=[O:1])[N:11]2[C:6]=1[CH:7]=[CH:8][CH:9]=[CH:10]2)=[O:27]. Given the reactants [O:1]=[C:2]1[N:11]2[C:6]([CH:7]=[CH:8][CH:9]=[CH:10]2)=[CH:5][CH:4]=[C:3]1[C:12]([O:14][CH2:15][CH3:16])=[O:13].O=P(Cl)(Cl)Cl.O.CN([CH:26]=[O:27])C, predict the reaction product.